Dataset: Forward reaction prediction with 1.9M reactions from USPTO patents (1976-2016). Task: Predict the product of the given reaction. (1) The product is: [CH2:15]([O:22][C:23]1[CH:28]=[CH:27][N:26]=[C:25]([O:14][CH2:13][C:3]2[C:4]([C:7]3[CH:12]=[CH:11][CH:10]=[CH:9][CH:8]=3)=[N:5][O:6][C:2]=2[CH3:1])[CH:24]=1)[C:16]1[CH:17]=[CH:18][CH:19]=[CH:20][CH:21]=1. Given the reactants [CH3:1][C:2]1[O:6][N:5]=[C:4]([C:7]2[CH:12]=[CH:11][CH:10]=[CH:9][CH:8]=2)[C:3]=1[CH2:13][OH:14].[CH2:15]([O:22][C:23]1[CH:28]=[CH:27][NH:26][C:25](=O)[CH:24]=1)[C:16]1[CH:21]=[CH:20][CH:19]=[CH:18][CH:17]=1, predict the reaction product. (2) The product is: [C:1]([O:5][C:6](=[O:25])[N:7]([CH2:9][C:10]1[CH:14]=[C:13]([C:30]2[CH:29]=[CH:28][C:27]([F:26])=[CH:32][C:31]=2[F:33])[NH:12][CH:11]=1)[CH3:8])([CH3:2])([CH3:3])[CH3:4]. Given the reactants [C:1]([O:5][C:6](=[O:25])[N:7]([CH2:9][C:10]1[CH:14]=[C:13](Br)[N:12](S(C2C=NC=CC=2)(=O)=O)[CH:11]=1)[CH3:8])([CH3:4])([CH3:3])[CH3:2].[F:26][C:27]1[CH:32]=[C:31]([F:33])[CH:30]=[CH:29][C:28]=1B(O)O.C(=O)([O-])[O-].[Na+].[Na+], predict the reaction product. (3) Given the reactants CC1C=CC(S([O:11][C:12]2[C:13]([C:30]([NH:32][CH2:33][C:34]3[CH:39]=[CH:38][C:37]([F:40])=[CH:36][C:35]=3[S:41]([N:44]([CH3:46])[CH3:45])(=[O:43])=[O:42])=[O:31])=[N:14][C:15]([N:22]3[CH2:27][CH2:26][CH2:25][CH2:24][S:23]3(=[O:29])=[O:28])=[C:16]3[C:21]=2[N:20]=[CH:19][CH:18]=[CH:17]3)(=O)=O)=CC=1.C[O-].[Na+].C(O)(=O)C.C(O)C, predict the reaction product. The product is: [CH3:45][N:44]([CH3:46])[S:41]([C:35]1[CH:36]=[C:37]([F:40])[CH:38]=[CH:39][C:34]=1[CH2:33][NH:32][C:30]([C:13]1[C:12]([OH:11])=[C:21]2[C:16]([CH:17]=[CH:18][CH:19]=[N:20]2)=[C:15]([N:22]2[CH2:27][CH2:26][CH2:25][CH2:24][S:23]2(=[O:29])=[O:28])[N:14]=1)=[O:31])(=[O:43])=[O:42]. (4) Given the reactants [Br:1][C:2]1[CH:9]=[CH:8][C:5](C=O)=[CH:4][C:3]=1[F:10].[CH:11](OC)([O:14][CH3:15])[O:12][CH3:13].C[O-].[Na+], predict the reaction product. The product is: [Br:1][C:2]1[CH:9]=[CH:8][C:5]([CH:11]([O:14][CH3:15])[O:12][CH3:13])=[CH:4][C:3]=1[F:10]. (5) Given the reactants [CH3:1][O:2][C:3]1[CH:8]=[CH:7][C:6]([S:9]([N:12]([CH2:29][C:30]2[CH:31]=[N:32][CH:33]=[CH:34][CH:35]=2)[C:13]2[C:18]([C:19]([O:21]CC)=[O:20])=[CH:17][N:16]=[C:15]3[N:24]([CH3:28])[N:25]=[C:26]([CH3:27])[C:14]=23)(=[O:11])=[O:10])=[CH:5][CH:4]=1.[OH-].[K+], predict the reaction product. The product is: [CH3:1][O:2][C:3]1[CH:4]=[CH:5][C:6]([S:9]([N:12]([CH2:29][C:30]2[CH:31]=[N:32][CH:33]=[CH:34][CH:35]=2)[C:13]2[C:18]([C:19]([OH:21])=[O:20])=[CH:17][N:16]=[C:15]3[N:24]([CH3:28])[N:25]=[C:26]([CH3:27])[C:14]=23)(=[O:11])=[O:10])=[CH:7][CH:8]=1.